From a dataset of Forward reaction prediction with 1.9M reactions from USPTO patents (1976-2016). Predict the product of the given reaction. (1) The product is: [F:20][C:21]([F:34])([F:33])[S:22]([O:12][C:3]1[C:4]([CH3:11])=[CH:5][C:6]([N+:8]([O-:10])=[O:9])=[CH:7][C:2]=1[Br:1])(=[O:24])=[O:23]. Given the reactants [Br:1][C:2]1[CH:7]=[C:6]([N+:8]([O-:10])=[O:9])[CH:5]=[C:4]([CH3:11])[C:3]=1[OH:12].C(N(CC)CC)C.[F:20][C:21]([F:34])([F:33])[S:22](O[S:22]([C:21]([F:34])([F:33])[F:20])(=[O:24])=[O:23])(=[O:24])=[O:23].Cl, predict the reaction product. (2) Given the reactants Cl[C:2]1[CH:3]=[CH:4][C:5]2[O:9][CH:8]=[N:7][C:6]=2[CH:10]=1.CC1(C)C(C)(C)[O:15][B:14](B2OC(C)(C)C(C)(C)O2)[O:13]1.C([O-])(=O)C.[K+].C(C1C=CC=C(C(C)C)C=1N1C=CN(C2C(C(C)C)=CC=CC=2C(C)C)C1=[ClH])(C)C, predict the reaction product. The product is: [O:9]1[C:5]2[CH:4]=[CH:3][C:2]([B:14]([OH:15])[OH:13])=[CH:10][C:6]=2[N:7]=[CH:8]1. (3) Given the reactants CO[CH:3](OC)[N:4]([CH3:6])[CH3:5].[C:9]([C:11]1[CH:16]=[CH:15][C:14]([CH2:17][C:18]([C:20]2[CH:27]=[CH:26][C:23]([C:24]#[N:25])=[CH:22][CH:21]=2)=[O:19])=[CH:13][CH:12]=1)#[N:10], predict the reaction product. The product is: [C:24]([C:23]1[CH:22]=[CH:21][C:20]([C:18](/[C:17](/[C:14]2[CH:13]=[CH:12][C:11]([C:9]#[N:10])=[CH:16][CH:15]=2)=[CH:3]/[N:4]([CH3:5])[CH3:6])=[O:19])=[CH:27][CH:26]=1)#[N:25]. (4) Given the reactants [Br:1][C:2]1[NH:3][C:4]([C:9]([O:11][CH3:12])=[O:10])=[C:5]([CH:7]=[O:8])[N:6]=1.[CH2:13](I)[CH3:14], predict the reaction product. The product is: [Br:1][C:2]1[N:3]([CH2:13][CH3:14])[C:4]([C:9]([O:11][CH3:12])=[O:10])=[C:5]([CH:7]=[O:8])[N:6]=1. (5) Given the reactants Br[C:2]1[CH:3]=[C:4]([CH2:8][C:9]([O:11][CH2:12][CH3:13])=[O:10])[CH:5]=[CH:6][CH:7]=1.[CH:14]#[C:15][CH2:16][CH2:17][CH3:18].O.[F-].C([N+](CCCC)(CCCC)CCCC)CCC, predict the reaction product. The product is: [C:14]([C:2]1[CH:3]=[C:4]([CH2:8][C:9]([O:11][CH2:12][CH3:13])=[O:10])[CH:5]=[CH:6][CH:7]=1)#[C:15][CH2:16][CH2:17][CH3:18]. (6) Given the reactants [NH2:1][C:2]1[CH:7]=[CH:6][N:5]=[C:4]([C:8]2[CH:9]=[C:10]([CH2:15][NH:16][S:17]([CH3:20])(=[O:19])=[O:18])[CH:11]=[C:12]([F:14])[CH:13]=2)[C:3]=1[N+:21]([O-])=O.[NH4+].[Cl-], predict the reaction product. The product is: [NH2:21][C:3]1[C:4]([C:8]2[CH:9]=[C:10]([CH:11]=[C:12]([F:14])[CH:13]=2)[CH2:15][NH:16][S:17]([CH3:20])(=[O:18])=[O:19])=[N:5][CH:6]=[CH:7][C:2]=1[NH2:1].